Dataset: Forward reaction prediction with 1.9M reactions from USPTO patents (1976-2016). Task: Predict the product of the given reaction. (1) Given the reactants F[B-](F)(F)F.[FH:6].[FH:7].F.C(N(CC)CC)C.C(N(CC)CC)C.[C:23]([CH:27]1[CH2:32][CH2:31][C:30](=O)[CH2:29][CH2:28]1)([CH3:26])([CH3:25])[CH3:24].C(=O)(O)[O-].[Na+], predict the reaction product. The product is: [C:23]([CH:27]1[CH2:32][CH2:31][C:30]([F:7])([F:6])[CH2:29][CH2:28]1)([CH3:26])([CH3:25])[CH3:24]. (2) Given the reactants [Br:1][C:2]1[N:3]=[C:4]2[C:10](I)=[CH:9][N:8]([S:12]([C:15]3[CH:20]=[CH:19][C:18]([CH3:21])=[CH:17][CH:16]=3)(=[O:14])=[O:13])[C:5]2=[N:6][CH:7]=1.[CH3:22][O:23][C:24]1[CH:29]=[CH:28][CH:27]=[CH:26][C:25]=1B(O)O.C(#N)C.C(=O)(O)[O-].[Na+], predict the reaction product. The product is: [Br:1][C:2]1[N:3]=[C:4]2[C:10]([C:25]3[CH:26]=[CH:27][CH:28]=[CH:29][C:24]=3[O:23][CH3:22])=[CH:9][N:8]([S:12]([C:15]3[CH:20]=[CH:19][C:18]([CH3:21])=[CH:17][CH:16]=3)(=[O:14])=[O:13])[C:5]2=[N:6][CH:7]=1. (3) Given the reactants [CH3:1][S:2]([C:4]1[CH:9]=[CH:8][C:7]([CH3:10])=[CH:6][N:5]=1)=[O:3].C1C(=O)N([Br:18])C(=O)C1, predict the reaction product. The product is: [Br:18][CH2:10][C:7]1[CH:8]=[CH:9][C:4]([S:2]([CH3:1])=[O:3])=[N:5][CH:6]=1. (4) Given the reactants [I-].[CH3:2][S+](C)C.[H-].[Na+].[C:8]([C:11]1[CH:16]=[CH:15][N:14]=[CH:13][CH:12]=1)(=[O:10])[CH3:9], predict the reaction product. The product is: [CH3:9][C:8]1([C:11]2[CH:16]=[CH:15][N:14]=[CH:13][CH:12]=2)[CH2:2][O:10]1. (5) Given the reactants [Cl:1][C:2]1[C:11]([C:12](=[O:14])[CH3:13])=[CH:10][C:9]2[C:4](=[CH:5][C:6]([F:15])=[CH:7][CH:8]=2)[N:3]=1.C(=O)=O.C(#N)C, predict the reaction product. The product is: [Cl:1][C:2]1[C:11]([C@H:12]([OH:14])[CH3:13])=[CH:10][C:9]2[C:4](=[CH:5][C:6]([F:15])=[CH:7][CH:8]=2)[N:3]=1.